Dataset: Forward reaction prediction with 1.9M reactions from USPTO patents (1976-2016). Task: Predict the product of the given reaction. (1) Given the reactants Br[CH2:2][CH2:3][CH2:4][C:5]1[C:29]([O:30][CH3:31])=[CH:28][C:8]2[C@@H:9]([C:22]3[CH:27]=[CH:26][CH:25]=[CH:24][CH:23]=3)[NH:10][C@@:11]([CH2:18][CH2:19][CH2:20][CH3:21])([CH2:16][CH3:17])[CH2:12][S:13](=[O:15])(=[O:14])[C:7]=2[CH:6]=1.[S:32]([O-:35])([O-:34])=[O:33].[Na+].[Na+], predict the reaction product. The product is: [CH2:18]([C@@:11]1([CH2:16][CH3:17])[NH:10][C@H:9]([C:22]2[CH:23]=[CH:24][CH:25]=[CH:26][CH:27]=2)[C:8]2[CH:28]=[C:29]([O:30][CH3:31])[C:5]([CH2:4][CH2:3][CH2:2][S:32]([OH:35])(=[O:34])=[O:33])=[CH:6][C:7]=2[S:13](=[O:15])(=[O:14])[CH2:12]1)[CH2:19][CH2:20][CH3:21]. (2) Given the reactants C([O:4][CH2:5][C:6]([N:8]1[CH2:13][CH2:12][CH:11]([C:14]2[S:15][C:16]([C:28]3[CH:29]=[CH:30][C:31]4[N:32]([C:34]([CH:37]([CH3:39])[CH3:38])=[N:35][N:36]=4)[N:33]=3)=[C:17]([C:19]3[CH:24]=[C:23]([F:25])[C:22]([F:26])=[CH:21][C:20]=3[F:27])[N:18]=2)[CH2:10][CH2:9]1)=[O:7])(=O)C.[OH-].[Na+], predict the reaction product. The product is: [OH:4][CH2:5][C:6]([N:8]1[CH2:9][CH2:10][CH:11]([C:14]2[S:15][C:16]([C:28]3[CH:29]=[CH:30][C:31]4[N:32]([C:34]([CH:37]([CH3:39])[CH3:38])=[N:35][N:36]=4)[N:33]=3)=[C:17]([C:19]3[CH:24]=[C:23]([F:25])[C:22]([F:26])=[CH:21][C:20]=3[F:27])[N:18]=2)[CH2:12][CH2:13]1)=[O:7]. (3) Given the reactants [NH2:1][C:2]1[CH:7]=[N:6][CH:5]=[CH:4][N:3]=1.[CH3:8][C:9]([N+:16]#[C-:17])([CH3:15])[CH2:10][C:11]([CH3:14])([CH3:13])[CH3:12].[N:18]1[CH:23]=[CH:22][C:21]([CH:24]=O)=[CH:20][CH:19]=1, predict the reaction product. The product is: [N:18]1[CH:23]=[CH:22][C:21]([C:24]2[N:1]=[C:2]3[CH:7]=[N:6][CH:5]=[CH:4][N:3]3[C:17]=2[NH:16][C:9]([CH3:15])([CH3:8])[CH2:10][C:11]([CH3:14])([CH3:13])[CH3:12])=[CH:20][CH:19]=1.